The task is: Predict the reactants needed to synthesize the given product.. This data is from Full USPTO retrosynthesis dataset with 1.9M reactions from patents (1976-2016). (1) Given the product [O:20]1[CH2:21][CH2:22][CH2:23][CH2:24][CH:19]1[O:18][C:17]1[CH:16]=[C:15]([N:4]2[CH2:5][CH2:6][N:1]([C:7]([O:9][C:10]([CH3:13])([CH3:12])[CH3:11])=[O:8])[CH2:2][CH2:3]2)[CH:27]=[CH:26][CH:25]=1, predict the reactants needed to synthesize it. The reactants are: [N:1]1([C:7]([O:9][C:10]([CH3:13])([CH3:12])[CH3:11])=[O:8])[CH2:6][CH2:5][NH:4][CH2:3][CH2:2]1.Br[C:15]1[CH:16]=[C:17]([CH:25]=[CH:26][CH:27]=1)[O:18][CH:19]1[CH2:24][CH2:23][CH2:22][CH2:21][O:20]1.CC(C)([O-])C.[Na+].C(OCC)(=O)C. (2) Given the product [O:15]1[CH2:16][CH2:17][N:12]([CH2:2][C:3]([C:5]2[CH:6]=[C:7]([CH:10]=[O:11])[NH:8][CH:9]=2)=[O:4])[CH2:13][CH2:14]1, predict the reactants needed to synthesize it. The reactants are: Cl[CH2:2][C:3]([C:5]1[CH:6]=[C:7]([CH:10]=[O:11])[NH:8][CH:9]=1)=[O:4].[NH:12]1[CH2:17][CH2:16][O:15][CH2:14][CH2:13]1. (3) Given the product [Cl:14][C:15]1[N:16]=[CH:17][C:18]([C:21]2[N:3]=[N:2][N:1]([C:4]3[CH:5]=[C:6]([CH:10]=[CH:11][C:12]=3[CH3:13])[C:7]([OH:9])=[O:8])[CH:22]=2)=[CH:19][CH:20]=1, predict the reactants needed to synthesize it. The reactants are: [N:1]([C:4]1[CH:5]=[C:6]([CH:10]=[CH:11][C:12]=1[CH3:13])[C:7]([OH:9])=[O:8])=[N+:2]=[N-:3].[Cl:14][C:15]1[CH:20]=[CH:19][C:18]([C:21]#[CH:22])=[CH:17][N:16]=1.CCN(CC)CC.O=C1O[C@H]([C@H](CO)O)C([O-])=C1O.[Na+]. (4) Given the product [NH2:15][CH2:14][CH:13]([C:9]1[CH:10]=[CH:11][CH:12]=[C:7]([O:6][CH3:5])[CH:8]=1)[OH:18], predict the reactants needed to synthesize it. The reactants are: C([O-])=O.[NH4+].[CH3:5][O:6][C:7]1[CH:8]=[C:9]([CH:13]([OH:18])[CH2:14][N+:15]([O-])=O)[CH:10]=[CH:11][CH:12]=1.